From a dataset of Experimentally validated miRNA-target interactions with 360,000+ pairs, plus equal number of negative samples. Binary Classification. Given a miRNA mature sequence and a target amino acid sequence, predict their likelihood of interaction. (1) The miRNA is mmu-miR-684 with sequence AGUUUUCCCUUCAAGUCAA. The protein sequence of the target gene is MSKSFQQSSLSRDSQGHGRDLSAAGIGLLAAATQSLSMPASLGRMNQGTARLASLMNLGMSSSLNQQGAHSALSSASTSSHNLQSIFNIGSRGPLPLSSQHRGDADQASNILASFGLSARDLDELSRYPEDKITPENLPQILLQLKRRRTEEGPTLSYGRDGRSATREPPYRVPRDDWEEKRHFRRDSFDDRGPSLNPVLDYDHGSRSQESGYYDRMDYEDDRLRDGERCRDDSFFGETSHNYHKFDSEYERMGRGPGPLQERSLFEKKRGAPPSSNIEDFHGLLPKGYPHLCSICDLPV.... Result: 0 (no interaction). (2) The miRNA is hsa-miR-4703-5p with sequence UAGCAAUACAGUACAAAUAUAGU. The protein sequence of the target gene is MECDLMETDILESLEDLGYKGPLLEDGALSQAVSAGASSPEFTKLCAWLVSELRVLCKLEENVQATNSPSEAEEFQLEVSGLLGEMNCPYLSLTSGDVTKRLLIQKNCLLLLTYLISELEAARMLCVNAPPKKAQEGGGSEVFQELKGICIALGMSKPPANITMFQFFSGIEKKLKETLAKVPPNHVGKPLLKKPMGPAHWEKIEAINQAIANEYEVRRKLLIKRLDVTVQSFGWSDRAKSQTEKLAKVYQPKRSVLSPKTTISVAHLLAARQDLSKILRTSSGSIREKTACAINKVLMG.... Result: 1 (interaction). (3) The miRNA is hsa-miR-6818-5p with sequence UUGUGUGAGUACAGAGAGCAUC. The protein sequence of the target gene is MGSILSRRIAGVEDIDIQANSAYRYPPKSGNYFASHFFMGGEKFDTPHPEGYLFGENMDLNFLGSRPVQFPYVTPAPHEPVKTLRSLVNIRKDSLRLVRYKDDADSPTEDGDKPRVLYSLEFTFDADARVAITIYCQASEEFLNGRAVYSPKSPSLQSETVHYKRGVSQQFSLPSFKIDFSEWKDDELNFDLDRGVFPVVIQAVVDEGDVVEVTGHAHVLLAAFEKHMDGSFSVKPLKQKQIVDRVSYLLQEIYGIENKNNQETKPSDDENSDNSNECVVCLSDLRDTLILPCRHLCLCT.... Result: 1 (interaction). (4) The protein sequence of the target gene is MPNSERHGGKKDGSGGASGTSQPSSGGGSSNSRERHRLVSKHKRHKSKHSKDVGLVTPEAASLGTIIKPLVEYDDISSDSDTFSDDTAFKSDRRENEERRGTDRSDRLHRHRHHQHRRSRDLLKTKQTEKEKNQEVSKSGSMKDRVSGSSKRSVEGSDDYGKAQLSKSGSKESRSSKMHKEKTRKERELKSGYKDRSKSHRKRETPKSYKTVASPKRRSRSPHRKWSDSSKQDDSPSGASYGQDYDLSPPRSHTSSNYDSYKKSPGSTSRRQSISPPYKEPSAYQSSTRSPSPYSRRQRS.... Result: 0 (no interaction). The miRNA is hsa-miR-4492 with sequence GGGGCUGGGCGCGCGCC.